From a dataset of Full USPTO retrosynthesis dataset with 1.9M reactions from patents (1976-2016). Predict the reactants needed to synthesize the given product. (1) Given the product [C:1]([O:5][C:6](=[O:18])[NH:7][CH2:8][CH:9]1[CH2:14][CH2:13][CH2:12][CH:11]([C:15](=[O:17])[NH:16][C:34]2[CH:33]=[CH:32][CH:31]=[C:30]3[C:35]=2[N:36]=[C:27]([O:26][CH3:25])[CH:28]=[N:29]3)[CH2:10]1)([CH3:4])([CH3:2])[CH3:3], predict the reactants needed to synthesize it. The reactants are: [C:1]([O:5][C:6](=[O:18])[NH:7][CH2:8][CH:9]1[CH2:14][CH2:13][CH2:12][CH:11]([C:15](=[O:17])[NH2:16])[CH2:10]1)([CH3:4])([CH3:3])[CH3:2].C(=O)([O-])[O-].[Cs+].[Cs+].[CH3:25][O:26][C:27]1[CH:28]=[N:29][C:30]2[C:35]([N:36]=1)=[C:34](OS(C(F)(F)F)(=O)=O)[CH:33]=[CH:32][CH:31]=2. (2) Given the product [CH2:1]([CH:8]1[C:37](=[O:38])[N:36]([CH3:39])[CH:35]([CH2:40][CH:41]([CH3:42])[CH3:43])[C:34](=[O:44])[NH:33][CH:32]([C@H:45]([OH:47])[CH3:46])[C:31](=[O:48])[N:30]([CH3:49])[CH2:29][C:28](=[O:50])[N:27]([CH3:51])[CH:26]([CH2:52][CH:53]([CH3:54])[CH3:55])[C:25](=[O:56])[NH:24][CH:23]([CH2:57][O:58][C:59]([CH3:60])([CH3:62])[CH3:61])[C:22](=[O:63])[N:21]([CH3:64])[CH:20]([C@H:65]([CH2:67][CH3:68])[CH3:66])[C:19](=[O:69])[NH:18][CH:17]([C:70]([N:72]2[CH2:77][CH2:76][CH2:75][CH2:74][CH2:73]2)=[O:71])[CH2:16][S:86](=[O:88])(=[O:85])[CH2:14][C:13](=[O:78])[N:12]([CH3:79])[CH:11]([CH3:80])[C:10](=[O:81])[N:9]1[CH3:82])[C:2]1[CH:3]=[CH:4][CH:5]=[CH:6][CH:7]=1, predict the reactants needed to synthesize it. The reactants are: [CH2:1]([C@H:8]1[C:37](=[O:38])[N:36]([CH3:39])[C@@H:35]([CH2:40][CH:41]([CH3:43])[CH3:42])[C:34](=[O:44])[NH:33][C@@H:32]([C@H:45]([OH:47])[CH3:46])[C:31](=[O:48])[N:30]([CH3:49])[CH2:29][C:28](=[O:50])[N:27]([CH3:51])[C@@H:26]([CH2:52][CH:53]([CH3:55])[CH3:54])[C:25](=[O:56])[NH:24][C@@H:23]([CH2:57][O:58][C:59]([CH3:62])([CH3:61])[CH3:60])[C:22](=[O:63])[N:21]([CH3:64])[C@@H:20]([C@H:65]([CH2:67][CH3:68])[CH3:66])[C:19](=[O:69])[NH:18][C@H:17]([C:70]([N:72]2[CH2:77][CH2:76][CH2:75][CH2:74][CH2:73]2)=[O:71])[CH2:16]S[CH2:14][C:13](=[O:78])[N:12]([CH3:79])[C@@H:11]([CH3:80])[C:10](=[O:81])[N:9]1[CH3:82])[C:2]1[CH:7]=[CH:6][CH:5]=[CH:4][CH:3]=1.O.O[O:85][S:86]([O-:88])=O.[K+].CS(C)=O. (3) Given the product [N:20]([C:17]1[CH:16]=[CH:15][C:14]([N:12]([C:10]2[C:9]3[C:4](=[CH:5][CH:6]=[CH:7][CH:8]=3)[N:3]=[C:2]([CH3:1])[N:11]=2)[CH3:13])=[CH:19][CH:18]=1)=[N+:27]=[N-:28], predict the reactants needed to synthesize it. The reactants are: [CH3:1][C:2]1[N:11]=[C:10]([N:12]([C:14]2[CH:19]=[CH:18][C:17]([NH2:20])=[CH:16][CH:15]=2)[CH3:13])[C:9]2[C:4](=[CH:5][CH:6]=[CH:7][CH:8]=2)[N:3]=1.CO.N([O-])=O.[Na+].[N-:27]=[N+:28]=[N-].[Na+]. (4) Given the product [CH2:11]([N:7]1[CH2:8][CH2:9][C:10]2[S:2][CH:3]=[CH:4][C:5]=2[CH2:6]1)[C:20]#[CH:21], predict the reactants needed to synthesize it. The reactants are: Cl.[S:2]1[C:10]2[CH:5]([CH2:6][N:7]=[CH:8][CH:9]=2)[CH2:4][CH2:3]1.[C:11]([O-])([O-])=O.[K+].[K+].C(O[CH2:20][CH3:21])C. (5) Given the product [C:31]1([S:37]([N:22]2[CH2:21][CH2:20][N:19]([C:24]3[CH:29]=[CH:28][CH:27]=[CH:26][C:25]=3[CH3:30])[CH:18]([C:14]3[CH:13]=[C:12]([C:8]4[CH:9]=[CH:10][CH:11]=[C:6]([S:3]([CH3:2])(=[O:4])=[O:5])[CH:7]=4)[CH:17]=[CH:16][CH:15]=3)[CH2:23]2)(=[O:39])=[O:38])[CH:36]=[CH:35][CH:34]=[CH:33][CH:32]=1, predict the reactants needed to synthesize it. The reactants are: Cl.[CH3:2][S:3]([C:6]1[CH:7]=[C:8]([C:12]2[CH:17]=[CH:16][CH:15]=[C:14]([CH:18]3[CH2:23][NH:22][CH2:21][CH2:20][N:19]3[C:24]3[CH:29]=[CH:28][CH:27]=[CH:26][C:25]=3[CH3:30])[CH:13]=2)[CH:9]=[CH:10][CH:11]=1)(=[O:5])=[O:4].[C:31]1([S:37](Cl)(=[O:39])=[O:38])[CH:36]=[CH:35][CH:34]=[CH:33][CH:32]=1.O.C(OCC)(=O)C. (6) The reactants are: [CH3:1][O:2][C:3]1[CH:4]=[C:5]([CH:9]=[C:10]([O:14][CH3:15])[C:11]=1[O:12][CH3:13])[C:6]([OH:8])=O.C(C1NC=CN=1)(C1NC=CN=1)=O.[NH:28]1[C:32]2[CH:33]=[CH:34][CH:35]=[CH:36][C:31]=2[N:30]=[C:29]1[C:37]1[CH:46]=[CH:45][C:40](/[C:41](=[N:43]/O)/[NH2:42])=[CH:39][CH:38]=1. Given the product [NH:28]1[C:32]2[CH:33]=[CH:34][CH:35]=[CH:36][C:31]=2[N:30]=[C:29]1[C:37]1[CH:46]=[CH:45][C:40]([C:41]2[N:42]=[C:6]([C:5]3[CH:9]=[C:10]([O:14][CH3:15])[C:11]([O:12][CH3:13])=[C:3]([O:2][CH3:1])[CH:4]=3)[O:8][N:43]=2)=[CH:39][CH:38]=1, predict the reactants needed to synthesize it. (7) Given the product [CH3:1][C@@H:2]([C@@H:11]1[C@@:15]2([CH3:30])[CH2:16][CH2:17][CH2:18]/[C:19](=[CH:20]\[CH:21]=[C:22]3[CH2:27][C@@H:26]([OH:28])[CH2:25][C@H:24]([OH:29])[CH2:23]3)/[C@@H:14]2[CH2:13][CH2:12]1)/[CH:3]=[CH:4]/[C@@H:5]([C:7]([OH:10])([CH3:8])[CH3:9])[CH3:6].[CH3:5][CH:7]([OH:10])[CH3:8], predict the reactants needed to synthesize it. The reactants are: [CH3:1][C@@H:2]([C@@H:11]1[C@@:15]2([CH3:30])[CH2:16][CH2:17][CH2:18]/[C:19](=[CH:20]\[CH:21]=[C:22]3[CH2:27][C@@H:26]([OH:28])[CH2:25][C@H:24]([OH:29])[CH2:23]3)/[C@@H:14]2[CH2:13][CH2:12]1)/[CH:3]=[CH:4]/[C@@H:5]([C:7]([OH:10])([CH3:9])[CH3:8])[CH3:6]. (8) The reactants are: [CH3:1][C:2]1[CH:7]=[C:6]([N:8]2[CH2:13][CH2:12][O:11][CH2:10][CH2:9]2)[CH:5]=[C:4]([N+:14]([O-])=O)[C:3]=1[NH2:17].[H][H].[I:20][C:21]1[CH:26]=[CH:25][N:24]=[C:23]([O:27][CH3:28])[C:22]=1[CH:29]=O. Given the product [I:20][C:21]1[CH:26]=[CH:25][N:24]=[C:23]([O:27][CH3:28])[C:22]=1[C:29]1[NH:14][C:4]2[CH:5]=[C:6]([N:8]3[CH2:13][CH2:12][O:11][CH2:10][CH2:9]3)[CH:7]=[C:2]([CH3:1])[C:3]=2[N:17]=1, predict the reactants needed to synthesize it.